Dataset: Forward reaction prediction with 1.9M reactions from USPTO patents (1976-2016). Task: Predict the product of the given reaction. (1) The product is: [CH:1]([O:4][C:6]1[CH:7]=[CH:8][N:9]=[C:10]2[C:15]=1[N:14]=[C:13]([CH3:16])[CH:12]=[CH:11]2)([CH3:3])[CH3:2]. Given the reactants [CH:1]([OH:4])([CH3:3])[CH3:2].Cl[C:6]1[CH:7]=[CH:8][N:9]=[C:10]2[C:15]=1[N:14]=[C:13]([CH3:16])[CH:12]=[CH:11]2, predict the reaction product. (2) Given the reactants Br[C:2]1[CH:3]=[CH:4][C:5]([F:18])=[C:6]([C@:8]2([CH:15]([F:17])[F:16])[CH2:13][O:12][CH2:11][C:10]([NH2:14])=[N:9]2)[CH:7]=1.[C:19]([C:21]1[CH:22]=[C:23]([CH3:30])[C:24]([C:27]([NH2:29])=[O:28])=[N:25][CH:26]=1)#[N:20].CNCCNC, predict the reaction product. The product is: [NH2:14][C:10]1[CH2:11][O:12][CH2:13][C@:8]([C:6]2[CH:7]=[C:2]([NH:29][C:27]([C:24]3[C:23]([CH3:30])=[CH:22][C:21]([C:19]#[N:20])=[CH:26][N:25]=3)=[O:28])[CH:3]=[CH:4][C:5]=2[F:18])([CH:15]([F:17])[F:16])[N:9]=1.